Regression. Given two drug SMILES strings and cell line genomic features, predict the synergy score measuring deviation from expected non-interaction effect. From a dataset of NCI-60 drug combinations with 297,098 pairs across 59 cell lines. Drug 1: CC=C1C(=O)NC(C(=O)OC2CC(=O)NC(C(=O)NC(CSSCCC=C2)C(=O)N1)C(C)C)C(C)C. Drug 2: CC(C)CN1C=NC2=C1C3=CC=CC=C3N=C2N. Cell line: UACC62. Synergy scores: CSS=44.1, Synergy_ZIP=3.73, Synergy_Bliss=3.47, Synergy_Loewe=-43.9, Synergy_HSA=3.20.